This data is from NCI-60 drug combinations with 297,098 pairs across 59 cell lines. The task is: Regression. Given two drug SMILES strings and cell line genomic features, predict the synergy score measuring deviation from expected non-interaction effect. (1) Drug 1: C1=CC(=CC=C1CCC2=CNC3=C2C(=O)NC(=N3)N)C(=O)NC(CCC(=O)O)C(=O)O. Drug 2: CN(C)N=NC1=C(NC=N1)C(=O)N. Cell line: OVCAR-4. Synergy scores: CSS=10.7, Synergy_ZIP=-9.74, Synergy_Bliss=-20.1, Synergy_Loewe=-44.7, Synergy_HSA=-20.1. (2) Drug 1: CC12CCC(CC1=CCC3C2CCC4(C3CC=C4C5=CN=CC=C5)C)O. Drug 2: CC1=C(C(CCC1)(C)C)C=CC(=CC=CC(=CC(=O)O)C)C. Cell line: HS 578T. Synergy scores: CSS=18.8, Synergy_ZIP=0.321, Synergy_Bliss=3.79, Synergy_Loewe=-0.473, Synergy_HSA=2.66. (3) Drug 1: C1=CN(C(=O)N=C1N)C2C(C(C(O2)CO)O)(F)F. Drug 2: CS(=O)(=O)CCNCC1=CC=C(O1)C2=CC3=C(C=C2)N=CN=C3NC4=CC(=C(C=C4)OCC5=CC(=CC=C5)F)Cl. Cell line: NCIH23. Synergy scores: CSS=80.8, Synergy_ZIP=0.704, Synergy_Bliss=-0.160, Synergy_Loewe=-1.22, Synergy_HSA=1.12. (4) Drug 1: C1=C(C(=O)NC(=O)N1)N(CCCl)CCCl. Cell line: HOP-92. Drug 2: CN(CC1=CN=C2C(=N1)C(=NC(=N2)N)N)C3=CC=C(C=C3)C(=O)NC(CCC(=O)O)C(=O)O. Synergy scores: CSS=26.9, Synergy_ZIP=-6.75, Synergy_Bliss=-0.0271, Synergy_Loewe=1.88, Synergy_HSA=1.98. (5) Drug 1: C1CC(=O)NC(=O)C1N2CC3=C(C2=O)C=CC=C3N. Drug 2: CC12CCC3C(C1CCC2O)C(CC4=C3C=CC(=C4)O)CCCCCCCCCS(=O)CCCC(C(F)(F)F)(F)F. Cell line: HCT116. Synergy scores: CSS=5.83, Synergy_ZIP=-1.93, Synergy_Bliss=0.677, Synergy_Loewe=1.86, Synergy_HSA=2.08.